This data is from Full USPTO retrosynthesis dataset with 1.9M reactions from patents (1976-2016). The task is: Predict the reactants needed to synthesize the given product. (1) Given the product [CH2:1]([C:6]1[CH:7]=[C:8]([CH:11]=[CH:12][CH:13]=1)[C:9]#[N:10])[CH2:2][CH2:3][CH2:4][CH3:5], predict the reactants needed to synthesize it. The reactants are: [CH:1]([C:6]1[CH:7]=[C:8]([CH:11]=[CH:12][CH:13]=1)[C:9]#[N:10])=[CH:2][CH2:3][CH2:4][CH3:5]. (2) Given the product [CH3:12][C:5]1[C:6]([O:8][CH:9]([CH3:10])[CH3:11])=[CH:7][C:2]2[NH:1][C:27](=[O:28])[N:13]([CH:14]3[CH2:19][CH2:18][N:17]([C:20]([O:22][C:23]([CH3:24])([CH3:26])[CH3:25])=[O:21])[CH2:16][CH2:15]3)[C:3]=2[CH:4]=1, predict the reactants needed to synthesize it. The reactants are: [NH2:1][C:2]1[CH:7]=[C:6]([O:8][CH:9]([CH3:11])[CH3:10])[C:5]([CH3:12])=[CH:4][C:3]=1[NH:13][CH:14]1[CH2:19][CH2:18][N:17]([C:20]([O:22][C:23]([CH3:26])([CH3:25])[CH3:24])=[O:21])[CH2:16][CH2:15]1.[CH3:27][OH:28]. (3) Given the product [NH2:20][CH2:19][C:16]1[C:17]([NH2:18])=[N:6][C:5]([C:4]2[CH:8]=[CH:9][CH:10]=[CH:11][C:3]=2[O:2][CH3:1])=[N:7][C:15]=1[C:14]1[CH:21]=[CH:22][C:23]([Cl:25])=[CH:24][C:13]=1[Cl:12], predict the reactants needed to synthesize it. The reactants are: [CH3:1][O:2][C:3]1[CH:11]=[CH:10][CH:9]=[CH:8][C:4]=1[C:5]([NH2:7])=[NH:6].[Cl:12][C:13]1[CH:24]=[C:23]([Cl:25])[CH:22]=[CH:21][C:14]=1[CH:15]=[C:16]([C:19]#[N:20])[C:17]#[N:18]. (4) Given the product [C:1]1([C:7]2[N:11]3[C:12]4[CH:19]=[C:18]([C:20]5[CH:25]=[CH:24][CH:23]=[CH:22][CH:21]=5)[C:17]([C:26]5[CH:27]=[CH:28][C:29]([C:32]6([NH2:36])[CH2:35][CH2:34][CH2:33]6)=[CH:30][CH:31]=5)=[N:16][C:13]=4[O:14][CH2:15][C:10]3=[N:9][N:8]=2)[CH:2]=[CH:3][CH:4]=[CH:5][CH:6]=1, predict the reactants needed to synthesize it. The reactants are: [C:1]1([C:7]2[N:11]3[C:12]4[CH:19]=[C:18]([C:20]5[CH:25]=[CH:24][CH:23]=[CH:22][CH:21]=5)[C:17]([C:26]5[CH:31]=[CH:30][C:29]([C:32]6([NH:36]C(=O)OC(C)(C)C)[CH2:35][CH2:34][CH2:33]6)=[CH:28][CH:27]=5)=[N:16][C:13]=4[O:14][CH2:15][C:10]3=[N:9][N:8]=2)[CH:6]=[CH:5][CH:4]=[CH:3][CH:2]=1.C(O)(C(F)(F)F)=O. (5) Given the product [F:1][C:2]1[CH:3]=[CH:4][C:5]([C:8]2[NH:17][C:11]3=[N:12][CH:13]=[C:14]([NH:16][CH2:24][C:21]4[CH:20]=[C:19]([CH3:18])[NH:23][N:22]=4)[CH:15]=[C:10]3[CH:9]=2)=[CH:6][CH:7]=1, predict the reactants needed to synthesize it. The reactants are: [F:1][C:2]1[CH:7]=[CH:6][C:5]([C:8]2[NH:17][C:11]3=[N:12][CH:13]=[C:14]([NH2:16])[CH:15]=[C:10]3[CH:9]=2)=[CH:4][CH:3]=1.[CH3:18][C:19]1[NH:23][N:22]=[C:21]([CH:24]=O)[CH:20]=1.FC(F)(F)C(O)=O.C([SiH](CC)CC)C.